Dataset: CYP3A4 inhibition data for predicting drug metabolism from PubChem BioAssay. Task: Regression/Classification. Given a drug SMILES string, predict its absorption, distribution, metabolism, or excretion properties. Task type varies by dataset: regression for continuous measurements (e.g., permeability, clearance, half-life) or binary classification for categorical outcomes (e.g., BBB penetration, CYP inhibition). Dataset: cyp3a4_veith. (1) The drug is O=C(CSc1nnc(CNc2ccc(F)cc2)o1)N1c2ccccc2Sc2ccccc21. The result is 1 (inhibitor). (2) The molecule is Cc1ccc(C)c(S(=O)(=O)NC(C)C(=O)Nc2ccc(-c3nc4ccccc4s3)cc2)c1. The result is 1 (inhibitor). (3) The compound is Cc1ccc2nc(NC(=O)CSCC(=O)OCC(=O)c3ccc(Br)cc3)sc2c1. The result is 1 (inhibitor). (4) The drug is Cc1ccc(SCCCn2cnc3ccccc3c2=O)cc1. The result is 1 (inhibitor).